The task is: Predict the reactants needed to synthesize the given product.. This data is from Full USPTO retrosynthesis dataset with 1.9M reactions from patents (1976-2016). (1) Given the product [CH3:1][O:2][C:3](=[O:24])[C:4]1[CH:9]=[C:8]([Br:10])[CH:7]=[C:6]([CH3:11])[C:5]=1[N:12]([S:13]([C:16]1[CH:21]=[CH:20][C:19]([O:22][CH3:23])=[CH:18][CH:17]=1)(=[O:15])=[O:14])[CH3:28], predict the reactants needed to synthesize it. The reactants are: [CH3:1][O:2][C:3](=[O:24])[C:4]1[CH:9]=[C:8]([Br:10])[CH:7]=[C:6]([CH3:11])[C:5]=1[NH:12][S:13]([C:16]1[CH:21]=[CH:20][C:19]([O:22][CH3:23])=[CH:18][CH:17]=1)(=[O:15])=[O:14].[H-].[Na+].I[CH3:28]. (2) Given the product [CH3:8][O:9][C:10](=[O:19])[C:11]1[CH:16]=[CH:15][C:14]([CH2:17][S:7][C:2]2[N:3]=[C:4]([C:11]3[CH:16]=[CH:15][C:14]([O:24][CH3:23])=[CH:13][CH:12]=3)[CH:5]=[CH:6][N:1]=2)=[CH:13][CH:12]=1, predict the reactants needed to synthesize it. The reactants are: [N:1]1[CH:6]=[CH:5][CH:4]=[N:3][C:2]=1[SH:7].[CH3:8][O:9][C:10](=[O:19])[C:11]1[CH:16]=[CH:15][C:14]([CH2:17]Br)=[CH:13][CH:12]=1.CN([CH:23]=[O:24])C. (3) Given the product [C:13]([C:9]1[CH:10]=[CH:11][CH:12]=[C:3]2[C:4]=1[C:5](=[O:6])[N:15]([CH:16]1[CH2:17][CH2:18][N:19]([C:22]([O:24][C:25]([CH3:28])([CH3:27])[CH3:26])=[O:23])[CH2:20][CH2:21]1)[CH2:2]2)#[N:14], predict the reactants needed to synthesize it. The reactants are: Br[CH2:2][C:3]1[CH:12]=[CH:11][CH:10]=[C:9]([C:13]#[N:14])[C:4]=1[C:5](OC)=[O:6].[NH2:15][CH:16]1[CH2:21][CH2:20][N:19]([C:22]([O:24][C:25]([CH3:28])([CH3:27])[CH3:26])=[O:23])[CH2:18][CH2:17]1. (4) The reactants are: Cl.[F:2][C:3]([F:16])([F:15])[CH2:4][O:5][C:6]1[CH:11]=[CH:10][C:9]([CH:12]([NH2:14])[CH3:13])=[CH:8][CH:7]=1.[NH2:17][C:18]1[N:23]=[C:22]([C:24](O)=[O:25])[CH:21]=[CH:20][N:19]=1. Given the product [NH2:17][C:18]1[N:23]=[C:22]([C:24]([NH:14][CH:12]([C:9]2[CH:8]=[CH:7][C:6]([O:5][CH2:4][C:3]([F:15])([F:16])[F:2])=[CH:11][CH:10]=2)[CH3:13])=[O:25])[CH:21]=[CH:20][N:19]=1, predict the reactants needed to synthesize it. (5) Given the product [C:6]([C:7]1[CH:16]=[CH:15][C:10]([O:11][CH2:12][CH2:13][OH:14])=[CH:9][CH:8]=1)#[CH:5], predict the reactants needed to synthesize it. The reactants are: C[Si]([C:5]#[C:6][C:7]1[CH:16]=[CH:15][C:10]([O:11][CH2:12][CH2:13][OH:14])=[CH:9][CH:8]=1)(C)C. (6) Given the product [CH3:1][S:2][C:3]1[N:8]=[C:7]([C:9]2[C:10]([C:11]3[CH:16]=[CH:15][CH:14]=[C:13]([N+:17]([O-:19])=[O:18])[CH:12]=3)=[N:21][N:22]3[CH:27]=[CH:26][CH:25]=[CH:24][C:23]=23)[CH:6]=[CH:5][N:4]=1, predict the reactants needed to synthesize it. The reactants are: [CH3:1][S:2][C:3]1[N:8]=[C:7]([C:9]#[C:10][C:11]2[CH:16]=[CH:15][CH:14]=[C:13]([N+:17]([O-:19])=[O:18])[CH:12]=2)[CH:6]=[CH:5][N:4]=1.[I-].[NH2:21][N+:22]1[CH:27]=[CH:26][CH:25]=[CH:24][CH:23]=1.[OH-].[K+].CO.